Dataset: Full USPTO retrosynthesis dataset with 1.9M reactions from patents (1976-2016). Task: Predict the reactants needed to synthesize the given product. (1) Given the product [N:1]1[C:10]2[C:5](=[CH:6][C:7]([CH:11]([CH3:15])[CH2:12][CH:13]=[O:14])=[CH:8][CH:9]=2)[CH:4]=[CH:3][CH:2]=1, predict the reactants needed to synthesize it. The reactants are: [N:1]1[C:10]2[C:5](=[CH:6][C:7]([CH:11]([CH3:15])[CH2:12][CH2:13][OH:14])=[CH:8][CH:9]=2)[CH:4]=[CH:3][CH:2]=1.C(O)(=O)C.C(O)(=O)C.IC1C=CC=CC=1. (2) Given the product [CH:46]([C:47]1[CH:52]=[CH:51][C:50]([C:53]2[CH:54]=[CH:55][C:56]([NH:59][C:60]([C:62]3[CH:63]=[C:64]([S:68]([C:71]4[CH:72]=[C:73]5[C:78](=[C:79]([CH3:81])[CH:80]=4)[N:77]=[CH:76][C:75]([C:82]([NH2:84])=[O:83])=[C:74]5[NH:85][C:86]4[CH:91]=[CH:90][CH:89]=[C:88]([O:92][CH3:93])[CH:87]=4)(=[O:69])=[O:70])[CH:65]=[CH:66][CH:67]=3)=[O:61])=[CH:57][CH:58]=2)=[CH:49][CH:48]=1)=[O:45], predict the reactants needed to synthesize it. The reactants are: COC1C=C(NC2C3C(=C(C)C=C(S(C4C=CC=C(C(=O)NCCCCCCCC=O)C=4)(=O)=O)C=3)N=CC=2C(N)=O)C=CC=1.[OH:45][CH2:46][C:47]1[CH:52]=[CH:51][C:50]([C:53]2[CH:58]=[CH:57][C:56]([NH:59][C:60]([C:62]3[CH:63]=[C:64]([S:68]([C:71]4[CH:72]=[C:73]5[C:78](=[C:79]([CH3:81])[CH:80]=4)[N:77]=[CH:76][C:75]([C:82]([NH2:84])=[O:83])=[C:74]5[NH:85][C:86]4[CH:91]=[CH:90][CH:89]=[C:88]([O:92][CH3:93])[CH:87]=4)(=[O:70])=[O:69])[CH:65]=[CH:66][CH:67]=3)=[O:61])=[CH:55][CH:54]=2)=[CH:49][CH:48]=1. (3) The reactants are: [Cl:1][C:2]1[C:3]([C:11]2[CH:16]=[CH:15][CH:14]=[C:13]([F:17])[CH:12]=2)=[N:4][NH:5][C:6]=1[C:7]([F:10])([F:9])[F:8].C([O-])([O-])=O.[K+].[K+].Cl[CH2:25][C:26]([N:28]1[CH2:33][CH2:32][N:31]([C:34]2[CH:39]=[CH:38][C:37]([Cl:40])=[C:36]([O:41][CH3:42])[CH:35]=2)[CH2:30][CH2:29]1)=[O:27].CN(C=O)C. Given the product [Cl:40][C:37]1[CH:38]=[CH:39][C:34]([N:31]2[CH2:32][CH2:33][N:28]([C:26](=[O:27])[CH2:25][N:5]3[C:6]([C:7]([F:8])([F:9])[F:10])=[C:2]([Cl:1])[C:3]([C:11]4[CH:16]=[CH:15][CH:14]=[C:13]([F:17])[CH:12]=4)=[N:4]3)[CH2:29][CH2:30]2)=[CH:35][C:36]=1[O:41][CH3:42], predict the reactants needed to synthesize it. (4) The reactants are: [CH2:1]([O:3][C:4](=[O:14])[CH2:5][CH2:6][CH2:7][CH2:8][CH2:9][S:10]([O-])(=[O:12])=[O:11])[CH3:2].[Na+].P(Cl)(Cl)(Cl)(Cl)[Cl:17]. Given the product [Cl:17][S:10]([CH2:9][CH2:8][CH2:7][CH2:6][CH2:5][C:4]([O:3][CH2:1][CH3:2])=[O:14])(=[O:12])=[O:11], predict the reactants needed to synthesize it. (5) Given the product [Si:1]([O:8][CH2:9][C:10]1[N:15]=[CH:14][C:13]2[N:16]=[CH:17][N:18]([C:19]3[S:23][C:22]([C:24]([NH2:38])=[O:26])=[C:21]([O:28][CH2:29][C:30]4[CH:35]=[CH:34][CH:33]=[CH:32][C:31]=4[CH2:36][CH3:37])[CH:20]=3)[C:12]=2[CH:11]=1)([C:4]([CH3:6])([CH3:7])[CH3:5])([CH3:3])[CH3:2], predict the reactants needed to synthesize it. The reactants are: [Si:1]([O:8][CH2:9][C:10]1[N:15]=[CH:14][C:13]2[N:16]=[CH:17][N:18]([C:19]3[S:23][C:22]([C:24]([O:26]C)=O)=[C:21]([O:28][CH2:29][C:30]4[CH:35]=[CH:34][CH:33]=[CH:32][C:31]=4[CH2:36][CH3:37])[CH:20]=3)[C:12]=2[CH:11]=1)([C:4]([CH3:7])([CH3:6])[CH3:5])([CH3:3])[CH3:2].[NH3:38]. (6) Given the product [C:11]([C:2]1([CH3:1])[CH2:10][CH:6]([C:7]#[N:8])[C:5](=[O:9])[CH:4]=[CH:3]1)#[CH:12], predict the reactants needed to synthesize it. The reactants are: [CH3:1][C:2]1([C:11]#[C:12][Si](C)(C)C)[CH2:10][C:6]2[CH:7]=[N:8][O:9][C:5]=2[CH:4]=[CH:3]1.C[O-].[Na+]. (7) Given the product [Br:3][C:4]1[CH:9]=[CH:8][C:7]([C:10]2([C:11]([O:13][CH3:14])=[O:12])[CH2:25][CH2:24][O:23][CH2:22][CH2:21]2)=[C:6]([N+:15]([O-:17])=[O:16])[CH:5]=1, predict the reactants needed to synthesize it. The reactants are: [H-].[Na+].[Br:3][C:4]1[CH:9]=[CH:8][C:7]([CH2:10][C:11]([O:13][CH3:14])=[O:12])=[C:6]([N+:15]([O-:17])=[O:16])[CH:5]=1.[I-].[Na+].Br[CH2:21][CH2:22][O:23][CH2:24][CH2:25]Br.